This data is from Forward reaction prediction with 1.9M reactions from USPTO patents (1976-2016). The task is: Predict the product of the given reaction. (1) The product is: [OH:19][C:11]1[CH:10]=[C:9]([C:4]2[CH:5]=[CH:6][CH:7]=[CH:8][C:3]=2[O:2][CH3:1])[N:20]=[C:13]([C:15]([OH:17])=[O:16])[CH:12]=1. Given the reactants [CH3:1][O:2][C:3]1[CH:8]=[CH:7][CH:6]=[CH:5][C:4]=1[C:9]1O[C:13]([C:15]([O:17]C)=[O:16])=[CH:12][C:11](=[O:19])[CH:10]=1.[NH3:20].CO.Cl, predict the reaction product. (2) The product is: [N:14]1([CH2:12][C:4]2[CH:3]=[C:2]([CH:7]=[C:6]([C:8]([F:9])([F:10])[F:11])[CH:5]=2)[NH2:1])[CH2:17][CH2:16][CH2:15]1. Given the reactants [NH2:1][C:2]1[CH:3]=[C:4]([C:12]([N:14]2[CH2:17][CH2:16][CH2:15]2)=O)[CH:5]=[C:6]([C:8]([F:11])([F:10])[F:9])[CH:7]=1.S(C)C.Cl.O, predict the reaction product. (3) Given the reactants O[C@@H:2]1[CH2:7][N:6](C(=O)C(F)(F)F)[C@H:5]([C:14]([O:16][C:17]([CH3:20])([CH3:19])[CH3:18])=[O:15])[CH2:4][CH2:3]1.N1C(C)=CC=CC=1C.FC(F)(F)S(OS(C(F)(F)F)(=O)=O)(=O)=O.[CH2:44]([O:51][NH2:52])[C:45]1[CH:50]=[CH:49][CH:48]=[CH:47][CH:46]=1, predict the reaction product. The product is: [CH2:44]([O:51][NH:52][C@H:2]1[CH2:7][NH:6][C@H:5]([C:14]([O:16][C:17]([CH3:18])([CH3:19])[CH3:20])=[O:15])[CH2:4][CH2:3]1)[C:45]1[CH:50]=[CH:49][CH:48]=[CH:47][CH:46]=1. (4) Given the reactants NC1[CH:3]=[CH:4][CH:5]=[C:6]2[C:11]=1[CH2:10][C@H:9]([OH:12])[CH2:8][CH2:7]2.Cl.CN(C)[CH2:16][CH2:17][CH2:18][N:19]=[C:20]=NCC.O.[OH:26]N1C2C=CC=CC=2N=N1.[F:36][C:37]([F:48])([F:47])[C:38]1C=C[C:41](C(O)=O)=[CH:40][CH:39]=1, predict the reaction product. The product is: [OH:12][C@H:9]1[CH2:10][C:11]2[C:20]([NH:19][C:18](=[O:26])[C:17]3[CH:16]=[CH:41][CH:40]=[CH:39][C:38]=3[C:37]([F:48])([F:47])[F:36])=[CH:3][CH:4]=[CH:5][C:6]=2[CH2:7][CH2:8]1.